Dataset: Full USPTO retrosynthesis dataset with 1.9M reactions from patents (1976-2016). Task: Predict the reactants needed to synthesize the given product. Given the product [CH:43]1([P:49]([CH:57]2[CH2:62][CH2:61][CH2:60][CH2:59][CH2:58]2)([C:50]2[CH:55]=[CH:54][CH:53]=[C:52]3[C:51]=2[C@@:17]2([C:18]4[C:14](=[CH:13][CH:12]=[CH:11][C:10]=4[P:9]([C:35]4[CH:40]=[C:39]([CH3:41])[CH:38]=[C:37]([CH3:42])[CH:36]=4)[C:4]4[CH:3]=[C:2]([CH3:1])[CH:7]=[C:6]([CH3:8])[CH:5]=4)[CH2:15][CH2:16]2)[CH2:19][CH2:20]3)=[O:56])[CH2:44][CH2:45][CH2:46][CH2:47][CH2:48]1, predict the reactants needed to synthesize it. The reactants are: [CH3:1][C:2]1[CH:3]=[C:4]([P:9]([C:35]2[CH:40]=[C:39]([CH3:41])[CH:38]=[C:37]([CH3:42])[CH:36]=2)[C:10]2[CH:11]=[CH:12][CH:13]=[C:14]3[C:18]=2[C@@:17]2(C4C(=CC=CC=4OS(C(F)(F)F)(=O)=O)[CH2:20][CH2:19]2)[CH2:16][CH2:15]3)[CH:5]=[C:6]([CH3:8])[CH:7]=1.[CH:43]1([PH:49](=[O:56])[CH:50]2[CH2:55][CH2:54][CH2:53][CH2:52][CH2:51]2)[CH2:48][CH2:47][CH2:46][CH2:45][CH2:44]1.[C:57]1(P([C:57]2[CH:62]=[CH:61][CH:60]=[CH:59][CH:58]=2)CCCCP([C:57]2[CH:62]=[CH:61][CH:60]=[CH:59][CH:58]=2)[C:57]2[CH:62]=[CH:61][CH:60]=[CH:59][CH:58]=2)[CH:62]=[CH:61][CH:60]=[CH:59][CH:58]=1.C(N(C(C)C)C(C)C)C.